This data is from Full USPTO retrosynthesis dataset with 1.9M reactions from patents (1976-2016). The task is: Predict the reactants needed to synthesize the given product. Given the product [Cl:20][C:21]1[C:22]([F:28])=[C:23]([NH:24][C:2]2[C:11]3[C:6](=[C:7]([CH3:16])[CH:8]=[C:9]([S:12]([CH3:15])(=[O:14])=[O:13])[CH:10]=3)[N:5]=[N:4][C:3]=2[C:17]([NH2:19])=[O:18])[CH:25]=[CH:26][CH:27]=1, predict the reactants needed to synthesize it. The reactants are: Cl[C:2]1[C:11]2[C:6](=[C:7]([CH3:16])[CH:8]=[C:9]([S:12]([CH3:15])(=[O:14])=[O:13])[CH:10]=2)[N:5]=[N:4][C:3]=1[C:17]([NH2:19])=[O:18].[Cl:20][C:21]1[C:22]([F:28])=[C:23]([CH:25]=[CH:26][CH:27]=1)[NH2:24].